Dataset: NCI-60 drug combinations with 297,098 pairs across 59 cell lines. Task: Regression. Given two drug SMILES strings and cell line genomic features, predict the synergy score measuring deviation from expected non-interaction effect. (1) Drug 1: CC1=C(C=C(C=C1)NC2=NC=CC(=N2)N(C)C3=CC4=NN(C(=C4C=C3)C)C)S(=O)(=O)N.Cl. Drug 2: N.N.Cl[Pt+2]Cl. Cell line: UO-31. Synergy scores: CSS=11.5, Synergy_ZIP=7.89, Synergy_Bliss=11.6, Synergy_Loewe=14.0, Synergy_HSA=13.7. (2) Synergy scores: CSS=46.8, Synergy_ZIP=-10.7, Synergy_Bliss=-14.2, Synergy_Loewe=-8.25, Synergy_HSA=-6.63. Drug 1: CC1=C2C(C(=O)C3(C(CC4C(C3C(C(C2(C)C)(CC1OC(=O)C(C(C5=CC=CC=C5)NC(=O)OC(C)(C)C)O)O)OC(=O)C6=CC=CC=C6)(CO4)OC(=O)C)OC)C)OC. Drug 2: CC1C(C(CC(O1)OC2CC(CC3=C2C(=C4C(=C3O)C(=O)C5=CC=CC=C5C4=O)O)(C(=O)C)O)N)O. Cell line: HT29. (3) Synergy scores: CSS=19.0, Synergy_ZIP=-2.72, Synergy_Bliss=6.75, Synergy_Loewe=-6.25, Synergy_HSA=2.06. Cell line: NCI/ADR-RES. Drug 2: CN(CC1=CN=C2C(=N1)C(=NC(=N2)N)N)C3=CC=C(C=C3)C(=O)NC(CCC(=O)O)C(=O)O. Drug 1: CCN(CC)CCNC(=O)C1=C(NC(=C1C)C=C2C3=C(C=CC(=C3)F)NC2=O)C. (4) Synergy scores: CSS=23.9, Synergy_ZIP=-0.486, Synergy_Bliss=1.99, Synergy_Loewe=-24.0, Synergy_HSA=-0.890. Cell line: HOP-62. Drug 1: CN(C)N=NC1=C(NC=N1)C(=O)N. Drug 2: CNC(=O)C1=NC=CC(=C1)OC2=CC=C(C=C2)NC(=O)NC3=CC(=C(C=C3)Cl)C(F)(F)F. (5) Drug 1: C1=CC=C(C=C1)NC(=O)CCCCCCC(=O)NO. Drug 2: CC1=C(C(=CC=C1)Cl)NC(=O)C2=CN=C(S2)NC3=CC(=NC(=N3)C)N4CCN(CC4)CCO. Cell line: PC-3. Synergy scores: CSS=23.5, Synergy_ZIP=-5.50, Synergy_Bliss=-0.643, Synergy_Loewe=1.50, Synergy_HSA=2.19. (6) Drug 1: CN(C)N=NC1=C(NC=N1)C(=O)N. Drug 2: C1CN1P(=S)(N2CC2)N3CC3. Cell line: UO-31. Synergy scores: CSS=16.0, Synergy_ZIP=-3.51, Synergy_Bliss=-0.701, Synergy_Loewe=0.0254, Synergy_HSA=0.910.